Predict the product of the given reaction. From a dataset of Forward reaction prediction with 1.9M reactions from USPTO patents (1976-2016). (1) Given the reactants OC[C:3]1(CO)[NH:14][C:13]2[C:15]3[C:9]([CH:10]=[CH:11][CH:12]=2)=[CH:8][CH:7]=[CH:6][C:5]=3[NH:4]1.C1C=CC=CC=1.[OH-].[Na+].BrCC(OC(C)(C)C)=O, predict the reaction product. The product is: [NH:4]1[C:5]2=[C:15]3[C:9](=[CH:8][CH:7]=[CH:6]2)[CH:10]=[CH:11][CH:12]=[C:13]3[NH:14][CH2:3]1. (2) Given the reactants [CH2:1]([O:8][C@@H:9]1[C@@H:14]([O:15][CH2:16][C:17]2[CH:22]=[CH:21][CH:20]=[CH:19][CH:18]=2)[C@H:13]([O:23][CH2:24][C:25]2[CH:30]=[CH:29][CH:28]=[CH:27][CH:26]=2)[C@@H:12]([CH2:31][O:32][CH2:33][C:34]2[CH:39]=[CH:38][CH:37]=[CH:36][CH:35]=2)[O:11][C@H:10]1[C:40]1[CH:45]=[C:44]([CH2:46][C:47]2[CH:52]=[CH:51][C:50](Br)=[CH:49][CH:48]=2)[C:43]([CH3:54])=[CH:42][C:41]=1[O:55][CH2:56][C:57]1[CH:62]=[CH:61][CH:60]=[CH:59][CH:58]=1)[C:2]1[CH:7]=[CH:6][CH:5]=[CH:4][CH:3]=1.[CH2:63]([NH:66][C:67]([NH:69][C:70]([CH3:74])([CH3:73])[CH2:71][OH:72])=[O:68])[CH:64]=[CH2:65].CC1C(P(C2C(C)=CC=CC=2)C2C(C)=CC=CC=2)=CC=CC=1.C(N(CC)CC)C, predict the reaction product. The product is: [CH2:1]([O:8][C@@H:9]1[C@@H:14]([O:15][CH2:16][C:17]2[CH:22]=[CH:21][CH:20]=[CH:19][CH:18]=2)[C@H:13]([O:23][CH2:24][C:25]2[CH:30]=[CH:29][CH:28]=[CH:27][CH:26]=2)[C@@H:12]([CH2:31][O:32][CH2:33][C:34]2[CH:39]=[CH:38][CH:37]=[CH:36][CH:35]=2)[O:11][C@H:10]1[C:40]1[CH:45]=[C:44]([CH2:46][C:47]2[CH:52]=[CH:51][C:50](/[CH:65]=[CH:64]/[CH2:63][NH:66][C:67]([NH:69][C:70]([CH3:74])([CH3:73])[CH2:71][OH:72])=[O:68])=[CH:49][CH:48]=2)[C:43]([CH3:54])=[CH:42][C:41]=1[O:55][CH2:56][C:57]1[CH:62]=[CH:61][CH:60]=[CH:59][CH:58]=1)[C:2]1[CH:7]=[CH:6][CH:5]=[CH:4][CH:3]=1.